Dataset: Forward reaction prediction with 1.9M reactions from USPTO patents (1976-2016). Task: Predict the product of the given reaction. (1) Given the reactants C[O:2][C:3]([C@H:5]1[C@H:9]([CH:10]([CH3:12])[CH3:11])[CH2:8][N:7]([C:13]2[CH:18]=[C:17]([NH:19][CH2:20][CH2:21][C:22]3[CH:27]=[CH:26][C:25]([O:28][C:29]([F:32])([F:31])[F:30])=[CH:24][CH:23]=3)[N:16]=[C:15]([O:33][CH3:34])[N:14]=2)[CH2:6]1)=[O:4].[OH-].[Na+].Cl, predict the reaction product. The product is: [CH:10]([C@@H:9]1[CH2:8][N:7]([C:13]2[CH:18]=[C:17]([NH:19][CH2:20][CH2:21][C:22]3[CH:27]=[CH:26][C:25]([O:28][C:29]([F:32])([F:30])[F:31])=[CH:24][CH:23]=3)[N:16]=[C:15]([O:33][CH3:34])[N:14]=2)[CH2:6][C@H:5]1[C:3]([OH:4])=[O:2])([CH3:12])[CH3:11]. (2) Given the reactants Cl[C:2]1[C:7](OC)=[CH:6][C:5]([NH:10][C:11]([C:13]2[C:22]([OH:23])=[CH:21][C:20]3[C:15](=[CH:16][CH:17]=[CH:18][CH:19]=3)[CH:14]=2)=[O:12])=[C:4](OC)[CH:3]=1.[OH-].[Na+], predict the reaction product. The product is: [CH:2]1[CH:3]=[CH:4][C:5]([NH:10][C:11]([C:13]2[C:22]([OH:23])=[CH:21][C:20]3[C:15](=[CH:16][CH:17]=[CH:18][CH:19]=3)[CH:14]=2)=[O:12])=[CH:6][CH:7]=1.